Dataset: Forward reaction prediction with 1.9M reactions from USPTO patents (1976-2016). Task: Predict the product of the given reaction. (1) Given the reactants [Br:1][C:2]1[C:22]([OH:23])=[CH:21][C:5]2[C:6]([CH3:20])([CH3:19])[C:7]3[NH:8][C:9]4[C:14]([C:15]=3[C:16](=[O:17])[C:4]=2[CH:3]=1)=[CH:13][CH:12]=[C:11]([Cl:18])[CH:10]=4.C1(P(C2C=CC=CC=2)C2C=CC=CC=2)C=CC=CC=1.[CH3:43][C:44]1([CH3:51])[O:48][C@H:47]([CH2:49]O)[CH2:46][O:45]1.C1(C)C=CC=CC=1.C(OC(N=NC(OCC)=O)=O)C, predict the reaction product. The product is: [Cl:18][C:11]1[CH:10]=[C:9]2[C:14]([C:15]3[C:16](=[O:17])[C:4]4[CH:3]=[C:2]([Br:1])[C:22]([O:23][CH2:49][C@H:47]5[CH2:46][O:45][C:44]([CH3:51])([CH3:43])[O:48]5)=[CH:21][C:5]=4[C:6]([CH3:20])([CH3:19])[C:7]=3[NH:8]2)=[CH:13][CH:12]=1. (2) Given the reactants Br[C:2]1[CH:7]=[C:6]([O:8][CH3:9])[C:5]([F:10])=[C:4]([F:11])[CH:3]=1.[CH2:12](B([O-])OC(C(C)(C)C)C)[CH:13]=[CH2:14].[F-].[Cs+], predict the reaction product. The product is: [CH2:14]([C:2]1[CH:7]=[C:6]([O:8][CH3:9])[C:5]([F:10])=[C:4]([F:11])[CH:3]=1)[CH:13]=[CH2:12].